From a dataset of Full USPTO retrosynthesis dataset with 1.9M reactions from patents (1976-2016). Predict the reactants needed to synthesize the given product. (1) Given the product [CH:1]([NH:14][C:15]1[C:24]2[C:19](=[CH:20][CH:21]=[CH:22][CH:23]=2)[N:18]=[C:17]([C:31]2[CH:30]=[C:29]3[C:34](=[CH:33][CH:32]=2)[NH:26][CH:27]=[CH:28]3)[N:16]=1)([C:8]1[CH:13]=[CH:12][CH:11]=[CH:10][CH:9]=1)[C:2]1[CH:7]=[CH:6][CH:5]=[CH:4][CH:3]=1, predict the reactants needed to synthesize it. The reactants are: [CH:1]([NH:14][C:15]1[C:24]2[C:19](=[CH:20][CH:21]=[CH:22][CH:23]=2)[N:18]=[C:17](Cl)[N:16]=1)([C:8]1[CH:13]=[CH:12][CH:11]=[CH:10][CH:9]=1)[C:2]1[CH:7]=[CH:6][CH:5]=[CH:4][CH:3]=1.[NH:26]1[C:34]2[C:29](=[CH:30][C:31](B(O)O)=[CH:32][CH:33]=2)[CH:28]=[CH:27]1.C(NC1C2C(=CC=CC=2)N=C(C2SC3C=CC=CC=3C=2)N=1)(C1C=CC=CC=1)C1C=CC=CC=1. (2) Given the product [C:18]([O:17][C:15]([N:9]1[CH2:10][CH2:11][CH2:12][CH2:13][C@H:8]1[C:6]([O:5][C:1]([CH3:4])([CH3:2])[CH3:3])=[O:7])=[O:14])([CH3:21])([CH3:20])[CH3:19], predict the reactants needed to synthesize it. The reactants are: [C:1]([O:5][C:6]([C@@H:8]1[CH2:13][CH2:12][CH2:11][CH2:10][NH:9]1)=[O:7])([CH3:4])([CH3:3])[CH3:2].[O:14](C(OC(C)(C)C)=O)[C:15]([O:17][C:18]([CH3:21])([CH3:20])[CH3:19])=O. (3) Given the product [CH3:24][O:23][C:20]1[CH:21]=[CH:22][C:17]([C:14]2[CH:15]=[CH:16][C:11]3[N:12]([C:8]([C:7]4[C:2]([O:26][CH3:25])=[N:3][CH:4]=[CH:5][CH:6]=4)=[N:9][N:10]=3)[CH:13]=2)=[CH:18][CH:19]=1, predict the reactants needed to synthesize it. The reactants are: Cl[C:2]1[C:7]([C:8]2[N:12]3[CH:13]=[C:14]([C:17]4[CH:22]=[CH:21][C:20]([O:23][CH3:24])=[CH:19][CH:18]=4)[CH:15]=[CH:16][C:11]3=[N:10][N:9]=2)=[CH:6][CH:5]=[CH:4][N:3]=1.[CH3:25][O-:26].[Na+]. (4) Given the product [C:1]([O:5][C:6](=[O:23])[N:7]([C:8]1[CH:13]=[CH:12][C:11]([CH2:14][CH2:15][CH2:16][CH2:17][N:18]2[CH:22]=[CH:21][N:20]=[N:19]2)=[CH:10][CH:9]=1)[CH2:27][C:28]1[N:29]=[C:30](/[CH:33]=[CH:34]/[C:35]2[CH:36]=[CH:37][C:38]([S:41]([C:43]([F:46])([F:44])[F:45])=[O:42])=[CH:39][CH:40]=2)[O:31][CH:32]=1)([CH3:4])([CH3:2])[CH3:3], predict the reactants needed to synthesize it. The reactants are: [C:1]([O:5][C:6](=[O:23])[NH:7][C:8]1[CH:13]=[CH:12][C:11]([CH2:14][CH2:15][CH2:16][CH2:17][N:18]2[CH:22]=[CH:21][N:20]=[N:19]2)=[CH:10][CH:9]=1)([CH3:4])([CH3:3])[CH3:2].[H-].[Na+].Cl[CH2:27][C:28]1[N:29]=[C:30]([CH:33]=[CH:34][C:35]2[CH:40]=[CH:39][C:38]([S:41]([C:43]([F:46])([F:45])[F:44])=[O:42])=[CH:37][CH:36]=2)[O:31][CH:32]=1.[Cl-].[NH4+]. (5) Given the product [CH3:1][O:2][C:3](=[O:11])[C:4]1[CH:9]=[CH:8][C:7]([NH:10][S:28]([C:25]2[CH:24]=[CH:23][C:22]([S:19]([CH3:18])(=[O:21])=[O:20])=[CH:27][CH:26]=2)(=[O:30])=[O:29])=[CH:6][CH:5]=1, predict the reactants needed to synthesize it. The reactants are: [CH3:1][O:2][C:3](=[O:11])[C:4]1[CH:9]=[CH:8][C:7]([NH2:10])=[CH:6][CH:5]=1.N1C=CC=CC=1.[CH3:18][S:19]([C:22]1[CH:27]=[CH:26][C:25]([S:28](Cl)(=[O:30])=[O:29])=[CH:24][CH:23]=1)(=[O:21])=[O:20]. (6) The reactants are: [Cl:1][C:2]1[CH:7]=[C:6]([NH:8]/[C:9](/[NH:18]C(=O)OC(C)(C)C)=[N:10]/C(=O)OC(C)(C)C)[CH:5]=[CH:4][N:3]=1.[F:26][C:27]([F:32])([F:31])[C:28]([OH:30])=[O:29]. Given the product [F:26][C:27]([F:32])([F:31])[C:28]([OH:30])=[O:29].[F:26][C:27]([F:32])([F:31])[C:28]([OH:30])=[O:29].[Cl:1][C:2]1[CH:7]=[C:6]([NH:8][C:9]([NH2:18])=[NH:10])[CH:5]=[CH:4][N:3]=1, predict the reactants needed to synthesize it.